Dataset: Forward reaction prediction with 1.9M reactions from USPTO patents (1976-2016). Task: Predict the product of the given reaction. (1) Given the reactants C(OC([N:8]1[CH2:14][CH2:13][CH2:12][CH:11]([N:15]([C:31](=[O:33])[CH3:32])[CH2:16][C:17]2[CH:22]=[C:21]([C:23]([F:26])([F:25])[F:24])[CH:20]=[C:19]([C:27]([F:30])([F:29])[F:28])[CH:18]=2)[C:10]2[CH:34]=[C:35]([C:38]([F:41])([F:40])[F:39])[CH:36]=[CH:37][C:9]1=2)=O)(C)(C)C.C(O)(C(F)(F)F)=O.C(Cl)Cl, predict the reaction product. The product is: [F:26][C:23]([F:24])([F:25])[C:21]1[CH:22]=[C:17]([CH:18]=[C:19]([C:27]([F:29])([F:30])[F:28])[CH:20]=1)[CH2:16][N:15]([CH:11]1[CH2:12][CH2:13][CH2:14][NH:8][C:9]2[CH:37]=[CH:36][C:35]([C:38]([F:39])([F:40])[F:41])=[CH:34][C:10]1=2)[C:31](=[O:33])[CH3:32]. (2) Given the reactants N1CCC[C@H]1C(O)=O.[N:9]1([C:14]2[CH:21]=[CH:20][C:17]([CH:18]=O)=[CH:16][CH:15]=2)[CH:13]=[N:12][CH:11]=[N:10]1.[CH3:22][C:23]1([CH3:31])[O:28][C:27](=[O:29])[CH2:26][C:25](=[O:30])[O:24]1.CC1NC(C)=C(C(OCC)=O)CC=1C(OCC)=O, predict the reaction product. The product is: [N:9]1([C:14]2[CH:21]=[CH:20][C:17]([CH2:18][CH:26]3[C:27](=[O:29])[O:28][C:23]([CH3:31])([CH3:22])[O:24][C:25]3=[O:30])=[CH:16][CH:15]=2)[CH:13]=[N:12][CH:11]=[N:10]1. (3) Given the reactants [Cl-].O[NH3+:3].[C:4](=[O:7])([O-])[OH:5].[Na+].CS(C)=O.[CH2:13]([C:17]1[N:18]([CH2:34][C:35]2[CH:40]=[CH:39][C:38]([C:41]3[C:42]([C:47]#[N:48])=[CH:43][CH:44]=[CH:45][CH:46]=3)=[CH:37][CH:36]=2)[C:19](=[O:33])[C:20]([C:24]2[CH:25]=[CH:26][C:27]3[O:31][CH2:30][CH2:29][C:28]=3[CH:32]=2)=[C:21]([CH3:23])[N:22]=1)[CH2:14][CH2:15][CH3:16], predict the reaction product. The product is: [CH2:13]([C:17]1[N:18]([CH2:34][C:35]2[CH:36]=[CH:37][C:38]([C:41]3[CH:46]=[CH:45][CH:44]=[CH:43][C:42]=3[C:47]3[NH:3][C:4](=[O:7])[O:5][N:48]=3)=[CH:39][CH:40]=2)[C:19](=[O:33])[C:20]([C:24]2[CH:25]=[CH:26][C:27]3[O:31][CH2:30][CH2:29][C:28]=3[CH:32]=2)=[C:21]([CH3:23])[N:22]=1)[CH2:14][CH2:15][CH3:16]. (4) The product is: [CH3:14][C:6]1[CH:5]=[C:4]([C@@H:2]([O:1][C:15]2[CH:20]=[CH:19][CH:18]=[CH:17][CH:16]=2)[CH3:3])[CH:13]=[CH:12][C:7]=1[C:8]([O:10][CH3:11])=[O:9]. Given the reactants [OH:1][C@@H:2]([C:4]1[CH:13]=[CH:12][C:7]([C:8]([O:10][CH3:11])=[O:9])=[C:6]([CH3:14])[CH:5]=1)[CH3:3].[C:15]1(P([C:15]2[CH:20]=[CH:19][CH:18]=[CH:17][CH:16]=2)[C:15]2[CH:20]=[CH:19][CH:18]=[CH:17][CH:16]=2)[CH:20]=[CH:19][CH:18]=[CH:17][CH:16]=1.C1(O)C=CC=CC=1.N(C(OC(C)C)=O)=NC(OC(C)C)=O, predict the reaction product. (5) Given the reactants [CH3:1][O:2][C:3]([C:5]1[CH:6]=[C:7]2[C:11](=[CH:12][CH:13]=1)[NH:10][N:9]=[C:8]2[I:14])=[O:4].[CH3:15]C([O-])(C)C.[K+].IC, predict the reaction product. The product is: [CH3:1][O:2][C:3]([C:5]1[CH:6]=[C:7]2[C:11](=[CH:12][CH:13]=1)[N:10]([CH3:15])[N:9]=[C:8]2[I:14])=[O:4]. (6) Given the reactants [NH:1]1[CH2:6][CH2:5][CH:4]([NH:7][C:8]([NH:10][C:11]2[CH:16]=[CH:15][C:14]([F:17])=[CH:13][CH:12]=2)=[O:9])[CH2:3][CH2:2]1.N1C=CC=CC=1.Cl[C:25]([O:27][CH3:28])=[O:26].O, predict the reaction product. The product is: [CH3:28][O:27][C:25]([N:1]1[CH2:6][CH2:5][CH:4]([NH:7][C:8]([NH:10][C:11]2[CH:12]=[CH:13][C:14]([F:17])=[CH:15][CH:16]=2)=[O:9])[CH2:3][CH2:2]1)=[O:26]. (7) Given the reactants Br[C:2]1[CH:3]=[CH:4][C:5]2[NH:11][C:10]3[N:12]=[C:13]([C:16]([F:19])([F:18])[F:17])[CH:14]=[CH:15][C:9]=3[CH2:8][N:7]([S:20]([C:23]3[CH:28]=[CH:27][C:26]([C:29]([CH3:32])([CH3:31])[CH3:30])=[CH:25][CH:24]=3)(=[O:22])=[O:21])[C:6]=2[C:33]=1[CH3:34].C(C1C=CC(S([N:48]2C3C=C(C#N)C=CC=3NC3N=C(C(F)(F)F)C=CC=3[CH2:49]2)(=O)=O)=CC=1)(C)(C)C, predict the reaction product. The product is: [C:29]([C:26]1[CH:25]=[CH:24][C:23]([S:20]([N:7]2[C:6]3[C:33]([CH3:34])=[C:2]([C:49]#[N:48])[CH:3]=[CH:4][C:5]=3[NH:11][C:10]3[N:12]=[C:13]([C:16]([F:17])([F:18])[F:19])[CH:14]=[CH:15][C:9]=3[CH2:8]2)(=[O:21])=[O:22])=[CH:28][CH:27]=1)([CH3:31])([CH3:32])[CH3:30].